Dataset: Forward reaction prediction with 1.9M reactions from USPTO patents (1976-2016). Task: Predict the product of the given reaction. (1) Given the reactants C(OC([N:11]1[CH2:16][CH2:15][CH:14]([C:17]2[NH:21][N:20]=[N:19][N:18]=2)[CH2:13][CH2:12]1)=O)C1C=CC=CC=1.[H][H], predict the reaction product. The product is: [NH:21]1[C:17]([CH:14]2[CH2:15][CH2:16][NH:11][CH2:12][CH2:13]2)=[N:18][N:19]=[N:20]1. (2) Given the reactants [N:1]1[CH:6]=[CH:5][CH:4]=[C:3]([C:7]2[C:8]3[CH:15]=[CH:14][C:13]([OH:16])=[CH:12][C:9]=3[S:10][CH:11]=2)[CH:2]=1.[CH2:17](I)[CH2:18][CH2:19][CH3:20].C(=O)([O-])[O-].[K+].[K+], predict the reaction product. The product is: [CH2:17]([O:16][C:13]1[CH:14]=[CH:15][C:8]2[C:7]([C:3]3[CH:2]=[N:1][CH:6]=[CH:5][CH:4]=3)=[CH:11][S:10][C:9]=2[CH:12]=1)[CH2:18][CH2:19][CH3:20]. (3) Given the reactants C([SiH2][O:6][C:7](C)(C)[C:8]1[N:9]=[C:10]([NH:13][C:14]([C:16]2[C:21]([NH:22][C:23]3[CH:24]=[N:25][CH:26]=[N:27][CH:28]=3)=[CH:20][CH:19]=[C:18]([CH3:29])[N:17]=2)=[O:15])[S:11][CH:12]=1)(C)(C)C.FC(F)(F)C(O)=O.C(=O)([O-])[O-].[Na+].[Na+], predict the reaction product. The product is: [OH:6][CH2:7][C:8]1[N:9]=[C:10]([NH:13][C:14]([C:16]2[C:21]([NH:22][C:23]3[CH:24]=[N:25][CH:26]=[N:27][CH:28]=3)=[CH:20][CH:19]=[C:18]([CH3:29])[N:17]=2)=[O:15])[S:11][CH:12]=1. (4) Given the reactants [Cl:1][C:2]1[CH:8]=[C:7]([O:9][C:10]2[C:19]3[C:14](=[CH:15][C:16]([O:22][CH3:23])=[C:17]([O:20][CH3:21])[CH:18]=3)[N:13]=[CH:12][N:11]=2)[CH:6]=[CH:5][C:3]=1[NH2:4].ClC(Cl)(O[C:28](=[O:34])OC(Cl)(Cl)Cl)Cl.[CH2:36]([NH2:40])[CH2:37][CH2:38][CH3:39].C(=O)([O-])O.[Na+], predict the reaction product. The product is: [CH2:36]([NH:40][C:28]([NH:4][C:3]1[CH:5]=[CH:6][C:7]([O:9][C:10]2[C:19]3[C:14](=[CH:15][C:16]([O:22][CH3:23])=[C:17]([O:20][CH3:21])[CH:18]=3)[N:13]=[CH:12][N:11]=2)=[CH:8][C:2]=1[Cl:1])=[O:34])[CH2:37][CH2:38][CH3:39]. (5) Given the reactants [I:1][C:2]1[N:3]=[C:4]([CH3:10])[N:5]([CH2:7][CH2:8][NH2:9])[CH:6]=1.[F:11][CH:12]([F:24])[O:13][C:14]1[CH:19]=[CH:18][C:17]([CH2:20][CH2:21][CH:22]=O)=[CH:16][CH:15]=1, predict the reaction product. The product is: [F:11][CH:12]([F:24])[O:13][C:14]1[CH:19]=[CH:18][C:17]([CH2:20][CH2:21][CH:22]2[NH:9][CH2:8][CH2:7][N:5]3[C:4]([CH3:10])=[N:3][C:2]([I:1])=[C:6]23)=[CH:16][CH:15]=1. (6) Given the reactants [N:1]1[CH:6]=[CH:5][CH:4]=[C:3]([NH2:7])[CH:2]=1.C1N=CN([C:13](N2C=NC=C2)=[O:14])C=1.C[O:21][C:22](=[O:73])[C@@H:23]([NH:40][C:41]([C@@H:43]1[CH2:52][C:51]2[CH:50]=[C:49]3[O:53][CH2:54][C@H:55]([C:57]4[CH:62]=[CH:61][C:60]([O:63][CH2:64][C:65]5[CH:70]=[CH:69][C:68]([Cl:71])=[C:67]([Cl:72])[CH:66]=5)=[CH:59][CH:58]=4)[O:56][C:48]3=[CH:47][C:46]=2[CH2:45][NH:44]1)=[O:42])[CH2:24][C:25]1[CH:30]=[CH:29][C:28]([O:31][C:32]2[CH:37]=[CH:36][N:35]=[C:34]([CH3:38])[C:33]=2[CH3:39])=[CH:27][CH:26]=1, predict the reaction product. The product is: [Cl:72][C:67]1[CH:66]=[C:65]([CH:70]=[CH:69][C:68]=1[Cl:71])[CH2:64][O:63][C:60]1[CH:61]=[CH:62][C:57]([C@H:55]2[CH2:54][O:53][C:49]3=[CH:50][C:51]4[CH2:52][C@@H:43]([C:41]([NH:40][C@@H:23]([CH2:24][C:25]5[CH:26]=[CH:27][C:28]([O:31][C:32]6[CH:37]=[CH:36][N:35]=[C:34]([CH3:38])[C:33]=6[CH3:39])=[CH:29][CH:30]=5)[C:22]([OH:21])=[O:73])=[O:42])[N:44]([C:13](=[O:14])[NH:7][C:3]5[CH:2]=[N:1][CH:6]=[CH:5][CH:4]=5)[CH2:45][C:46]=4[CH:47]=[C:48]3[O:56]2)=[CH:58][CH:59]=1. (7) Given the reactants [C:1]([CH:3]1[CH2:8][CH2:7][N:6]([C:9]([O:11][C:12]([CH3:15])([CH3:14])[CH3:13])=[O:10])[CH2:5][CH2:4]1)#[CH:2].[CH3:16][C:17]1([CH3:24])[C:21]([CH3:23])([CH3:22])[O:20][BH:19][O:18]1.C(N(CC)CC)C, predict the reaction product. The product is: [CH3:16][C:17]1([CH3:24])[C:21]([CH3:23])([CH3:22])[O:20][B:19](/[CH:2]=[CH:1]/[CH:3]2[CH2:4][CH2:5][N:6]([C:9]([O:11][C:12]([CH3:15])([CH3:14])[CH3:13])=[O:10])[CH2:7][CH2:8]2)[O:18]1. (8) Given the reactants [NH2:1][C:2]1[O:6][N:5]=[C:4]([CH3:7])[CH:3]=1.N1C=CC=CC=1.[Br:14][CH2:15][C:16](Br)=[O:17].O, predict the reaction product. The product is: [Br:14][CH2:15][C:16]([NH:1][C:2]1[O:6][N:5]=[C:4]([CH3:7])[CH:3]=1)=[O:17].